Dataset: Full USPTO retrosynthesis dataset with 1.9M reactions from patents (1976-2016). Task: Predict the reactants needed to synthesize the given product. (1) Given the product [NH2:31][C:29]1[CH:28]=[CH:27][C:3]([O:4][C:5]2[CH:10]=[CH:9][N:8]=[C:7]([NH:11][C:12]([N:14]3[CH2:19][CH2:18][CH:17]([N:20]4[CH2:21][CH2:22][N:23]([CH3:26])[CH2:24][CH2:25]4)[CH2:16][CH2:15]3)=[O:13])[CH:6]=2)=[C:2]([F:1])[CH:30]=1, predict the reactants needed to synthesize it. The reactants are: [F:1][C:2]1[CH:30]=[C:29]([N+:31]([O-])=O)[CH:28]=[CH:27][C:3]=1[O:4][C:5]1[CH:10]=[CH:9][N:8]=[C:7]([NH:11][C:12]([N:14]2[CH2:19][CH2:18][CH:17]([N:20]3[CH2:25][CH2:24][N:23]([CH3:26])[CH2:22][CH2:21]3)[CH2:16][CH2:15]2)=[O:13])[CH:6]=1. (2) The reactants are: [O:1]([C:9]1[CH:10]=[C:11]([C:15](=[C:26]2[CH:33]3[CH2:34][CH:29]4[CH2:30][C:31]([Cl:36])([CH2:35][CH:27]2[CH2:28]4)[CH2:32]3)[O:16][CH2:17][CH2:18][O:19][C:20]2[CH:25]=[CH:24][CH:23]=[CH:22][CH:21]=2)[CH:12]=[CH:13][CH:14]=1)[Si](C(C)(C)C)(C)C.[F-].C([N+](CCCC)(CCCC)CCCC)CCC. Given the product [OH:1][C:9]1[CH:10]=[C:11]([C:15](=[C:26]2[CH:27]3[CH2:28][CH:29]4[CH2:30][C:31]([Cl:36])([CH2:32][CH:33]2[CH2:34]4)[CH2:35]3)[O:16][CH2:17][CH2:18][O:19][C:20]2[CH:25]=[CH:24][CH:23]=[CH:22][CH:21]=2)[CH:12]=[CH:13][CH:14]=1, predict the reactants needed to synthesize it. (3) Given the product [C:1]([CH:5]1[CH2:10][CH:9]([CH2:11][CH2:12][N:13]2[C:17]3=[CH:18][N:19]=[C:20]([NH2:23])[CH:21]=[C:16]3[CH:15]=[C:14]2[C:28]2[O:27][C:31]3=[CH:32][CH:33]=[CH:34][C:35]3=[CH:30][CH:29]=2)[CH2:8][CH2:7][N:6]1[C:24]([NH2:26])=[O:25])([CH3:4])([CH3:3])[CH3:2], predict the reactants needed to synthesize it. The reactants are: [C:1]([CH:5]1[CH2:10][CH:9]([CH2:11][CH2:12][N:13]2[C:17]3=[CH:18][N:19]=[C:20]([NH2:23])[C:21](Br)=[C:16]3[CH:15]=[CH:14]2)[CH2:8][CH2:7][N:6]1[C:24]([NH2:26])=[O:25])([CH3:4])([CH3:3])[CH3:2].[O:27]1[C:31]2[CH:32]=[CH:33][CH:34]=[CH:35][C:30]=2[CH:29]=[C:28]1B(O)O.C(=O)([O-])[O-].[K+].[K+]. (4) Given the product [NH2:14][CH2:13][C:10]1[CH:11]=[C:12]2[C:7](=[CH:8][CH:9]=1)[N:6]=[C:5]([C:22]1[CH:23]=[N:24][CH:25]=[CH:26][CH:27]=1)[N:4]=[C:3]2[NH:2][CH3:1], predict the reactants needed to synthesize it. The reactants are: [CH3:1][NH:2][C:3]1[C:12]2[C:7](=[CH:8][CH:9]=[C:10]([CH2:13][NH:14]C(=O)OC(C)(C)C)[CH:11]=2)[N:6]=[C:5]([C:22]2[CH:23]=[N:24][CH:25]=[CH:26][CH:27]=2)[N:4]=1.C(O)(C(F)(F)F)=O. (5) Given the product [CH:19]([C:2]1[CH:7]=[C:6]([F:8])[CH:5]=[CH:4][C:3]=1[OH:9])=[CH2:20], predict the reactants needed to synthesize it. The reactants are: Br[C:2]1[CH:7]=[C:6]([F:8])[CH:5]=[CH:4][C:3]=1[OH:9].C(=O)([O-])[O-].[K+].[K+].O.CO[CH2:19][CH2:20]OC. (6) Given the product [Br:6][C:7]1[CH:8]=[C:9]([C:12]#[N:13])[S:10][C:11]=1[C:23](=[O:24])[CH2:22][Cl:21], predict the reactants needed to synthesize it. The reactants are: C([Li])CCC.[Br:6][C:7]1[CH:8]=[C:9]([C:12]#[N:13])[S:10][CH:11]=1.C(=O)=O.CC(C)=O.[Cl:21][CH2:22][C:23](N(OC)C)=[O:24].Cl. (7) Given the product [CH:1]([O:4][C:5]1[CH:10]=[C:9]([O:11][C:12]2[CH:17]=[CH:16][C:15]([C:18]([F:19])([F:20])[F:21])=[CH:14][N:13]=2)[CH:8]=[CH:7][C:6]=1[CH2:22][CH2:23][CH2:24][O:25][C:27]1[CH:31]=[C:30]([CH2:32][CH2:33][C:34]([OH:36])=[O:35])[N:29]([C:39]2[CH:44]=[CH:43][CH:42]=[CH:41][CH:40]=2)[N:28]=1)([CH3:3])[CH3:2], predict the reactants needed to synthesize it. The reactants are: [CH:1]([O:4][C:5]1[CH:10]=[C:9]([O:11][C:12]2[CH:17]=[CH:16][C:15]([C:18]([F:21])([F:20])[F:19])=[CH:14][N:13]=2)[CH:8]=[CH:7][C:6]=1[CH2:22][CH2:23][CH2:24][OH:25])([CH3:3])[CH3:2].O[C:27]1[CH:31]=[C:30]([CH2:32][CH2:33][C:34]([O:36]CC)=[O:35])[N:29]([C:39]2[CH:44]=[CH:43][CH:42]=[CH:41][CH:40]=2)[N:28]=1.C(P(CCCC)CCCC)CCC.N(C(N1CCCCC1)=O)=NC(N1CCCCC1)=O.O1CCCC1CO.[OH-].[Na+].Cl.